The task is: Predict the reactants needed to synthesize the given product.. This data is from Full USPTO retrosynthesis dataset with 1.9M reactions from patents (1976-2016). Given the product [CH2:29]([N:31]([CH2:48][CH3:49])[CH2:32]/[CH:33]=[CH:34]\[C:2]1[CH:7]=[C:6]([F:8])[CH:5]=[CH:4][C:3]=1[S:9]([NH:12][C:13]1[CH:21]=[CH:20][C:19]2[N:18]3[CH2:22][CH2:23][CH2:24][C:17]3=[CH:16][C:15]=2[C:14]=1[C:25]([O:27][CH3:28])=[O:26])(=[O:11])=[O:10])[CH3:30], predict the reactants needed to synthesize it. The reactants are: Br[C:2]1[CH:7]=[C:6]([F:8])[CH:5]=[CH:4][C:3]=1[S:9]([NH:12][C:13]1[CH:21]=[CH:20][C:19]2[N:18]3[CH2:22][CH2:23][CH2:24][C:17]3=[CH:16][C:15]=2[C:14]=1[C:25]([O:27][CH3:28])=[O:26])(=[O:11])=[O:10].[CH2:29]([N:31]([CH2:48][CH3:49])[CH2:32]/[CH:33]=[CH:34]\[Sn](CCCC)(CCCC)CCCC)[CH3:30].